Dataset: Catalyst prediction with 721,799 reactions and 888 catalyst types from USPTO. Task: Predict which catalyst facilitates the given reaction. (1) Reactant: [N:1]1([C:7]2[N:12]=[CH:11][C:10]([NH2:13])=[C:9]([C:14]3[CH:19]=[CH:18][CH:17]=[CH:16][C:15]=3[CH3:20])[CH:8]=2)[CH2:6][CH2:5][S:4][CH2:3][CH2:2]1.[C:21](=O)([O-])[O-].[K+].[K+].ClC(OCC)=O.[H-].COCCO[Al+]OCCOC.[Na+].[H-].[OH-].[Na+]. Product: [CH3:21][NH:13][C:10]1[CH:11]=[N:12][C:7]([N:1]2[CH2:6][CH2:5][S:4][CH2:3][CH2:2]2)=[CH:8][C:9]=1[C:14]1[CH:19]=[CH:18][CH:17]=[CH:16][C:15]=1[CH3:20]. The catalyst class is: 207. (2) Reactant: C(OC([N:8]1[C:16]2[CH:15]=[CH:14][CH:13]=[C:12]([S:17]([OH:19])=[O:18])[C:11]=2[CH:10]=[CH:9]1)=O)(C)(C)C.[Li].C1C(=O)N(Cl)C(=O)C1.[NH2:29][CH:30]([C:41]([N:43]1[CH2:48][CH2:47][CH:46]([CH3:49])[CH2:45][CH2:44]1)=[O:42])[CH2:31][CH2:32][C:33]1[CH:34]=[C:35]([CH:38]=[CH:39][CH:40]=1)[C:36]#[N:37].[O-]S([O-])=O.[Na+].[Na+]. The catalyst class is: 76. Product: [C:36]([C:35]1[CH:34]=[C:33]([CH2:32][CH2:31][CH:30]([NH:29][S:17]([C:12]2[C:11]3[CH:10]=[CH:9][NH:8][C:16]=3[CH:15]=[CH:14][CH:13]=2)(=[O:18])=[O:19])[C:41]([N:43]2[CH2:44][CH2:45][CH:46]([CH3:49])[CH2:47][CH2:48]2)=[O:42])[CH:40]=[CH:39][CH:38]=1)#[N:37]. (3) Reactant: [NH2:1][C:2]1[CH:7]=[C:6]([Br:8])[CH:5]=[CH:4][C:3]=1[NH:9][CH2:10][CH2:11][C:12]1(O)[CH2:17][CH2:16][CH2:15][CH2:14]C1.[C:19](Cl)(=O)[C:20]([CH3:23])([CH3:22])[CH3:21].O.C1(C)C=CC(S(O)(=O)=[O:34])=CC=1.C(=O)([O-])O.[Na+]. Product: [Br:8][C:6]1[CH:5]=[CH:4][C:3]2[N:9]([CH2:10][C:11]3([OH:34])[CH2:12][CH2:17][CH2:16][CH2:15][CH2:14]3)[C:19]([C:20]([CH3:23])([CH3:22])[CH3:21])=[N:1][C:2]=2[CH:7]=1. The catalyst class is: 93.